This data is from NCI-60 drug combinations with 297,098 pairs across 59 cell lines. The task is: Regression. Given two drug SMILES strings and cell line genomic features, predict the synergy score measuring deviation from expected non-interaction effect. (1) Drug 1: CC1=C2C(C(=O)C3(C(CC4C(C3C(C(C2(C)C)(CC1OC(=O)C(C(C5=CC=CC=C5)NC(=O)OC(C)(C)C)O)O)OC(=O)C6=CC=CC=C6)(CO4)OC(=O)C)O)C)O. Drug 2: C1=NC(=NC(=O)N1C2C(C(C(O2)CO)O)O)N. Cell line: PC-3. Synergy scores: CSS=6.61, Synergy_ZIP=-2.89, Synergy_Bliss=0.0526, Synergy_Loewe=-0.325, Synergy_HSA=-0.203. (2) Drug 1: CCN(CC)CCCC(C)NC1=C2C=C(C=CC2=NC3=C1C=CC(=C3)Cl)OC. Drug 2: N.N.Cl[Pt+2]Cl. Cell line: SK-OV-3. Synergy scores: CSS=31.4, Synergy_ZIP=-8.14, Synergy_Bliss=1.32, Synergy_Loewe=2.20, Synergy_HSA=4.11. (3) Drug 1: CCC(=C(C1=CC=CC=C1)C2=CC=C(C=C2)OCCN(C)C)C3=CC=CC=C3.C(C(=O)O)C(CC(=O)O)(C(=O)O)O. Drug 2: B(C(CC(C)C)NC(=O)C(CC1=CC=CC=C1)NC(=O)C2=NC=CN=C2)(O)O. Cell line: HL-60(TB). Synergy scores: CSS=35.4, Synergy_ZIP=11.0, Synergy_Bliss=11.3, Synergy_Loewe=-30.0, Synergy_HSA=8.48. (4) Drug 1: CCN(CC)CCCC(C)NC1=C2C=C(C=CC2=NC3=C1C=CC(=C3)Cl)OC. Drug 2: CC1C(C(CC(O1)OC2CC(CC3=C2C(=C4C(=C3O)C(=O)C5=C(C4=O)C(=CC=C5)OC)O)(C(=O)CO)O)N)O.Cl. Cell line: T-47D. Synergy scores: CSS=31.9, Synergy_ZIP=-3.05, Synergy_Bliss=-5.68, Synergy_Loewe=-9.20, Synergy_HSA=-4.25. (5) Drug 1: C1C(C(OC1N2C=C(C(=O)NC2=O)F)CO)O. Drug 2: COC1=NC(=NC2=C1N=CN2C3C(C(C(O3)CO)O)O)N. Cell line: KM12. Synergy scores: CSS=24.4, Synergy_ZIP=-1.73, Synergy_Bliss=3.70, Synergy_Loewe=-14.3, Synergy_HSA=0.763. (6) Drug 1: CC12CCC(CC1=CCC3C2CCC4(C3CC=C4C5=CN=CC=C5)C)O. Drug 2: CC(C)NC(=O)C1=CC=C(C=C1)CNNC.Cl. Cell line: SW-620. Synergy scores: CSS=20.3, Synergy_ZIP=12.6, Synergy_Bliss=13.7, Synergy_Loewe=9.53, Synergy_HSA=9.95.